From a dataset of Forward reaction prediction with 1.9M reactions from USPTO patents (1976-2016). Predict the product of the given reaction. (1) Given the reactants [C:1]([O:5][C:6](=[O:30])[NH:7][C@@H:8]([CH2:20][C:21]1[CH:26]=[CH:25][C:24]([N+:27]([O-:29])=[O:28])=[CH:23][CH:22]=1)[CH2:9][CH:10]1C(=O)OC(C)(C)[O:12][C:11]1=O)([CH3:4])([CH3:3])[CH3:2], predict the reaction product. The product is: [N+:27]([C:24]1[CH:25]=[CH:26][C:21]([CH2:20][C@H:8]2[CH2:9][CH2:10][C:11](=[O:12])[N:7]2[C:6]([O:5][C:1]([CH3:4])([CH3:3])[CH3:2])=[O:30])=[CH:22][CH:23]=1)([O-:29])=[O:28]. (2) The product is: [NH2:21][C:19]1[C:18]([C:24]2[CH:25]=[C:26]([CH:32]=[CH:33][CH:34]=2)[C:27]([O:29][CH2:30][CH3:31])=[O:28])=[CH:17][C:11]2[C:12]([C:13](=[O:16])[NH:14][CH3:15])=[C:8]([C:5]3[CH:4]=[CH:3][C:2]([F:1])=[CH:7][CH:6]=3)[O:9][C:10]=2[CH:20]=1. Given the reactants [F:1][C:2]1[CH:7]=[CH:6][C:5]([C:8]2[O:9][C:10]3[CH:20]=[C:19]([N+:21]([O-])=O)[C:18]([C:24]4[CH:25]=[C:26]([CH:32]=[CH:33][CH:34]=4)[C:27]([O:29][CH2:30][CH3:31])=[O:28])=[CH:17][C:11]=3[C:12]=2[C:13](=[O:16])[NH:14][CH3:15])=[CH:4][CH:3]=1, predict the reaction product. (3) Given the reactants [F:1][C:2]1[CH:7]=[CH:6][C:5]([F:8])=[CH:4][C:3]=1[C@H:9]1[CH2:13][C@H:12]([F:14])[CH2:11][N:10]1[C:15]1[CH:20]=[CH:19][N:18]2[N:21]=[CH:22][C:23]([C:24]([O:26]CC)=[O:25])=[C:17]2[N:16]=1.[Li+].[OH-], predict the reaction product. The product is: [F:1][C:2]1[CH:7]=[CH:6][C:5]([F:8])=[CH:4][C:3]=1[C@H:9]1[CH2:13][C@H:12]([F:14])[CH2:11][N:10]1[C:15]1[CH:20]=[CH:19][N:18]2[N:21]=[CH:22][C:23]([C:24]([OH:26])=[O:25])=[C:17]2[N:16]=1. (4) Given the reactants S(=O)(=O)(O)O.[CH:6]([C:8]1[CH:18]=[CH:17][CH:16]=[CH:15][C:9]=1[O:10][CH2:11][C:12]([OH:14])=[O:13])=[O:7].[N+:19]([O-])([OH:21])=[O:20], predict the reaction product. The product is: [CH:6]([C:8]1[CH:18]=[C:17]([N+:19]([O-:21])=[O:20])[CH:16]=[CH:15][C:9]=1[O:10][CH2:11][C:12]([OH:14])=[O:13])=[O:7]. (5) Given the reactants [N:1]([C:4]1[CH:9]=[CH:8][C:7]([C:10](=O)[CH2:11]Br)=[CH:6][CH:5]=1)=[N+:2]=[N-:3].[C:14]([NH:21][C:22]([NH2:24])=[NH:23])([O:16][C:17]([CH3:20])([CH3:19])[CH3:18])=[O:15], predict the reaction product. The product is: [C:17]([O:16][C:14]([N:21]1[C:10]([C:7]2[CH:8]=[CH:9][C:4]([N:1]=[N+:2]=[N-:3])=[CH:5][CH:6]=2)=[CH:11][N:23]=[C:22]1[NH2:24])=[O:15])([CH3:20])([CH3:18])[CH3:19]. (6) Given the reactants [I-].C([NH:5][CH2:6][C:7]1[CH:8]=[N+:9]([CH3:13])[CH:10]=[CH:11][CH:12]=1)(=O)C.[ClH:14], predict the reaction product. The product is: [Cl-:14].[NH3+:5][CH2:6][C:7]1[CH:8]=[N+:9]([CH3:13])[CH:10]=[CH:11][CH:12]=1.[Cl-:14].